This data is from Reaction yield outcomes from USPTO patents with 853,638 reactions. The task is: Predict the reaction yield, written as a fraction of the theoretical maximum amount of product (1.0 means a 100% yield; for example, 0.34 means a 34% yield). (1) The reactants are Cl[C:2]1[C:11]2=[N:12][N:13]([CH3:15])[CH:14]=[C:10]2[C:9]2[CH:8]=[C:7]([Cl:16])[CH:6]=[CH:5][C:4]=2[N:3]=1.[CH3:17][N:18]1[CH2:23][CH2:22][NH:21][CH2:20][CH2:19]1.CCN(CC)CC. The catalyst is C(O)C. The product is [Cl:16][C:7]1[CH:6]=[CH:5][C:4]2[N:3]=[C:2]([N:21]3[CH2:22][CH2:23][N:18]([CH3:17])[CH2:19][CH2:20]3)[C:11]3=[N:12][N:13]([CH3:15])[CH:14]=[C:10]3[C:9]=2[CH:8]=1. The yield is 0.470. (2) The reactants are [N:1]1[CH:6]=[CH:5][CH:4]=[CH:3][C:2]=1[C:7]([OH:9])=O.Cl.[CH3:11][O:12][C:13](=[O:20])[CH2:14][CH2:15][CH2:16][CH2:17][CH2:18][NH2:19].O.OC1C2N=NNC=2C=CC=1.CN1CCOCC1.CCN=C=NCCCN(C)C.Cl. The catalyst is CN(C)C=O. The product is [CH3:11][O:12][C:13](=[O:20])[CH2:14][CH2:15][CH2:16][CH2:17][CH2:18][NH:19][C:7]([C:2]1[CH:3]=[CH:4][CH:5]=[CH:6][N:1]=1)=[O:9]. The yield is 0.770. (3) The reactants are [C:1]1([CH:7]([C:15]2[S:19][C:18]([C:20](NN)=[O:21])=[CH:17][CH:16]=2)[CH2:8][C:9]2[CH:14]=[CH:13][CH:12]=[CH:11][CH:10]=2)[CH:6]=[CH:5][CH:4]=[CH:3][CH:2]=1.N(C(OCC1C=CC=CC=1)=O)[C@H](C(O)=[O:31])CC(C)C.C1C=CC2N(O)N=NC=2C=1. The catalyst is C(Cl)CCl.CN(C=O)C. The product is [C:1]1([CH:7]([C:15]2[S:19][C:18]([C:20]([OH:21])=[O:31])=[CH:17][CH:16]=2)[CH2:8][C:9]2[CH:14]=[CH:13][CH:12]=[CH:11][CH:10]=2)[CH:6]=[CH:5][CH:4]=[CH:3][CH:2]=1. The yield is 0.760. (4) The catalyst is C1C=CC(/C=C/C(/C=C/C2C=CC=CC=2)=O)=CC=1.C1C=CC(/C=C/C(/C=C/C2C=CC=CC=2)=O)=CC=1.C1C=CC(/C=C/C(/C=C/C2C=CC=CC=2)=O)=CC=1.[Pd].[Pd]. The reactants are [NH2:1][C:2]1[CH:10]=[CH:9][C:8]([Cl:11])=[C:7]2[C:3]=1[CH:4]=[N:5][N:6]2[C:12](=[O:14])[CH3:13].FC(F)(F)S(O[C:21]1[C:29]2[C:24](=[CH:25][N:26]=[CH:27][CH:28]=2)[O:23][C:22]=1[C:30]1[N:35]=[CH:34][CH:33]=[CH:32][N:31]=1)(=O)=O.P([O-])([O-])([O-])=O.[K+].[K+].[K+].CC1(C)C2C(=C(P(C3C=CC=CC=3)C3C=CC=CC=3)C=CC=2)OC2C(P(C3C=CC=CC=3)C3C=CC=CC=3)=CC=CC1=2. The product is [Cl:11][C:8]1[CH:9]=[CH:10][C:2]([NH:1][C:21]2[C:29]3[C:24](=[CH:25][N:26]=[CH:27][CH:28]=3)[O:23][C:22]=2[C:30]2[N:35]=[CH:34][CH:33]=[CH:32][N:31]=2)=[C:3]2[C:7]=1[N:6]([C:12](=[O:14])[CH3:13])[N:5]=[CH:4]2. The yield is 0.270.